From a dataset of M1 muscarinic receptor antagonist screen with 61,756 compounds. Binary Classification. Given a drug SMILES string, predict its activity (active/inactive) in a high-throughput screening assay against a specified biological target. (1) The compound is O=c1n(c(=O)n(c2nc([nH]c12)c1cccnc1)C)C. The result is 0 (inactive). (2) The compound is O(CCCNC(=O)NC(CC(C)C)C(O)=O)CCCC. The result is 0 (inactive). (3) The molecule is S(Cc1oc(nn1)c1ccc(F)cc1)c1oc(nn1)c1cc2OCOc2cc1. The result is 0 (inactive). (4) The drug is o1c(Cn2c3ncn(c(=O)c3c3nc4c(nc23)cccc4)c2cc(ccc2)C)ccc1. The result is 0 (inactive). (5) The drug is S(=O)(=O)(N(CC(=O)N1CCN(CC1)Cc1cc2OCOc2cc1)c1cc2OCOc2cc1)C. The result is 0 (inactive). (6) The compound is O1c2cc(CNC(=O)Cn3c(=O)c4c(cc3)c(OCC(OCC)=O)ccc4)ccc2OC1. The result is 0 (inactive). (7) The molecule is O(CCCN(CCCC)CCCC)C(=O)c1ccc(N)cc1. The result is 0 (inactive).